Dataset: Reaction yield outcomes from USPTO patents with 853,638 reactions. Task: Predict the reaction yield, written as a fraction of the theoretical maximum amount of product (1.0 means a 100% yield; for example, 0.34 means a 34% yield). (1) The reactants are Br[C:2]1C(OCC=C)=CC(Cl)=C(C(C2C=CC(OC)=CC=2)O)C=1.[Br:23][C:24]1[C:25]([O:41][CH2:42][CH:43]=C)=[CH:26][C:27]([Cl:40])=[C:28]([CH:30]([C:32]2[CH:37]=[CH:36][C:35]([CH2:38][CH3:39])=[CH:34][CH:33]=2)O)[CH:29]=1. No catalyst specified. The product is [Br:23][C:24]1[CH:29]=[C:28]([CH2:30][C:32]2[CH:33]=[CH:34][C:35]([CH2:38][CH3:39])=[CH:36][CH:37]=2)[C:27]([Cl:40])=[CH:26][C:25]=1[O:41][C:42](=[CH2:43])[CH3:2]. The yield is 0.830. (2) The reactants are C(N(CC)CC)C.[Br:8][C:9]1[CH:10]=[C:11]([CH:15]=[CH:16][N:17]=1)[C:12]([OH:14])=O.ClC(OCC(C)C)=O.[CH2:26]([SH:28])[CH3:27]. The catalyst is ClCCl.O. The product is [Br:8][C:9]1[CH:10]=[C:11]([C:12](=[O:14])[S:28][CH2:26][CH3:27])[CH:15]=[CH:16][N:17]=1. The yield is 0.800. (3) The reactants are [C:1]([O:9][CH2:10][CH3:11])(=[O:8])[CH2:2][C:3]([O:5][CH2:6][CH3:7])=[O:4].[H-].[Na+].F[C:15]1[CH:16]=[C:17]([O:30][CH2:31][C:32]([F:35])([F:34])[F:33])[C:18]([N+:27]([O-:29])=[O:28])=[C:19]([O:21][CH2:22][C:23]([F:26])([F:25])[F:24])[CH:20]=1.O. The catalyst is CN(C=O)C. The product is [CH2:10]([O:9][C:1](=[O:8])[CH:2]([C:15]1[CH:16]=[C:17]([O:30][CH2:31][C:32]([F:34])([F:35])[F:33])[C:18]([N+:27]([O-:29])=[O:28])=[C:19]([O:21][CH2:22][C:23]([F:24])([F:26])[F:25])[CH:20]=1)[C:3]([O:5][CH2:6][CH3:7])=[O:4])[CH3:11]. The yield is 0.800. (4) The reactants are [CH2:1]1[C:10]2[C:5](=[CH:6][CH:7]=[CH:8][CH:9]=2)[CH2:4][CH2:3][C:2]1=O.[NH2:12][CH2:13][CH2:14][CH2:15][N:16]1[CH2:21][CH2:20][N:19]([CH3:22])[CH2:18][CH2:17]1.[BH4-].[Na+]. The catalyst is CO.CC(C)[O-].[Ti+4].CC(C)[O-].CC(C)[O-].CC(C)[O-]. The product is [CH3:22][N:19]1[CH2:20][CH2:21][N:16]([CH2:15][CH2:14][CH2:13][NH:12][CH:2]2[CH2:3][CH2:4][C:5]3[C:10](=[CH:9][CH:8]=[CH:7][CH:6]=3)[CH2:1]2)[CH2:17][CH2:18]1. The yield is 0.670. (5) The reactants are Br[C:2]1[CH:3]=[C:4]([NH:8][C:9](=[O:17])[CH2:10][C:11]2[CH:16]=[CH:15][CH:14]=[CH:13][CH:12]=2)[CH:5]=[N:6][CH:7]=1.CC1(C)C(C)(C)OB([C:26]2[CH:27]=[C:28]3[C:32](=[CH:33][CH:34]=2)[N:31]([CH2:35][O:36][CH2:37][CH2:38][Si:39]([CH3:42])([CH3:41])[CH3:40])[N:30]=[C:29]3[CH:43]=[O:44])O1.C([O-])([O-])=O.[Na+].[Na+].COCCOC. The catalyst is O.C1C=CC(P(C2C=CC=CC=2)[C-]2C=CC=C2)=CC=1.C1C=CC(P(C2C=CC=CC=2)[C-]2C=CC=C2)=CC=1.Cl[Pd]Cl.[Fe+2]. The product is [CH:43]([C:29]1[C:28]2[C:32](=[CH:33][CH:34]=[C:26]([C:2]3[CH:3]=[C:4]([NH:8][C:9](=[O:17])[CH2:10][C:11]4[CH:16]=[CH:15][CH:14]=[CH:13][CH:12]=4)[CH:5]=[N:6][CH:7]=3)[CH:27]=2)[N:31]([CH2:35][O:36][CH2:37][CH2:38][Si:39]([CH3:42])([CH3:41])[CH3:40])[N:30]=1)=[O:44]. The yield is 0.510. (6) The reactants are [CH3:1][C:2]1([CH3:15])[C:11]2[C:6]3=[C:7]([NH:12][C:13](=[O:14])[N:5]3[CH2:4][CH2:3]1)[CH:8]=[CH:9][CH:10]=2.C(=O)([O-])[O-].[Cs+].[Cs+].C(Br)C=C(C)C.Br[CH2:29]/[CH:30]=[C:31](\[CH3:38])/[CH2:32][CH2:33][CH:34]=[C:35]([CH3:37])[CH3:36].O. The catalyst is CN(C=O)C. The product is [CH3:38]/[C:31](/[CH2:32][CH2:33][CH:34]=[C:35]([CH3:37])[CH3:36])=[CH:30]\[CH2:29][N:12]1[C:7]2=[C:6]3[C:11](=[CH:10][CH:9]=[CH:8]2)[C:2]([CH3:15])([CH3:1])[CH2:3][CH2:4][N:5]3[C:13]1=[O:14]. The yield is 0.740. (7) The reactants are [CH3:1][O:2][C:3]1[C:8]2[O:9][C:10]3[CH2:11][N:12]([C:16]([O:18][CH2:19][CH3:20])=[O:17])[CH2:13][CH2:14][C:15]=3[C:7]=2[CH:6]=[CH:5][CH:4]=1.[CH3:21][O:22]C(Cl)Cl. The catalyst is C(Cl)Cl.O. The product is [CH:21]([C:6]1[C:7]2[C:15]3[CH2:14][CH2:13][N:12]([C:16]([O:18][CH2:19][CH3:20])=[O:17])[CH2:11][C:10]=3[O:9][C:8]=2[C:3]([O:2][CH3:1])=[CH:4][CH:5]=1)=[O:22]. The yield is 0.970.